This data is from Full USPTO retrosynthesis dataset with 1.9M reactions from patents (1976-2016). The task is: Predict the reactants needed to synthesize the given product. (1) Given the product [C:1]([O:5][C:6]([N:8]1[CH2:13][CH2:12][N:11]([C:14]2[CH:19]=[CH:18][C:17]([O:20][CH2:21][CH2:22][CH2:23][N:25]3[CH2:30][CH2:29][CH2:28][CH2:27][CH2:26]3)=[CH:16][CH:15]=2)[CH2:10][CH2:9]1)=[O:7])([CH3:4])([CH3:3])[CH3:2], predict the reactants needed to synthesize it. The reactants are: [C:1]([O:5][C:6]([N:8]1[CH2:13][CH2:12][N:11]([C:14]2[CH:19]=[CH:18][C:17]([O:20][CH2:21][CH2:22][CH2:23]Cl)=[CH:16][CH:15]=2)[CH2:10][CH2:9]1)=[O:7])([CH3:4])([CH3:3])[CH3:2].[NH:25]1[CH2:30][CH2:29][CH2:28][CH2:27][CH2:26]1.C(=O)([O-])[O-].[K+].[K+].[I-].[K+]. (2) Given the product [NH:12]1[CH:11]=[C:10]([C:8]2[S:7][CH:6]=[C:5]([C:3]([OH:4])=[O:2])[CH:9]=2)[CH:14]=[N:13]1, predict the reactants needed to synthesize it. The reactants are: C[O:2][C:3]([C:5]1[CH:9]=[C:8]([C:10]2[CH:11]=[N:12][NH:13][CH:14]=2)[S:7][CH:6]=1)=[O:4].[OH-].[Na+]. (3) Given the product [CH2:1]([O:3][C:4]1[CH:11]=[CH:10][C:7]([CH2:8][NH2:20])=[C:6]([O:12][CH3:13])[CH:5]=1)[CH3:2], predict the reactants needed to synthesize it. The reactants are: [CH2:1]([O:3][C:4]1[CH:11]=[CH:10][C:7]([CH:8]=O)=[C:6]([O:12][CH3:13])[CH:5]=1)[CH3:2].C([O-])(=O)C.[NH4+].C([BH3-])#[N:20].[Na+]. (4) Given the product [C:1]([C:5]1[N:6]=[C:7]([N:16]2[CH2:20][CH2:19][C:18]([F:21])([F:22])[CH2:17]2)[C:8]2[C:9](=[N:11][N:12]([CH2:14][C:15]3[CH:40]=[CH:39][CH:38]=[CH:37][N:36]=3)[N:13]=2)[N:10]=1)([CH3:2])([CH3:3])[CH3:4], predict the reactants needed to synthesize it. The reactants are: [C:1]([C:5]1[N:6]=[C:7]([N:16]2[CH2:20][CH2:19][C:18]([F:22])([F:21])[CH2:17]2)[C:8]2[C:9](=[N:11][N:12]([CH2:14][CH3:15])[N:13]=2)[N:10]=1)([CH3:4])([CH3:3])[CH3:2].C(C1N=C([N:36]2[CH2:40][CH2:39][C:38](F)(F)[CH2:37]2)C2N=NNC=2N=1)(C)(C)C.Br.BrCC1C=CC=CN=1. (5) Given the product [CH3:1][O:2][C:3]1[CH:8]=[CH:7][C:6]([CH2:9][CH2:10][CH2:11][CH:12]([N:39]2[C:35](=[O:45])[C:36]3[C:37](=[CH:41][CH:42]=[CH:43][CH:44]=3)[C:38]2=[O:40])[C:13]#[CH:14])=[CH:5][CH:4]=1, predict the reactants needed to synthesize it. The reactants are: [CH3:1][O:2][C:3]1[CH:8]=[CH:7][C:6]([CH2:9][CH2:10][CH2:11][CH:12](O)[C:13]#[CH:14])=[CH:5][CH:4]=1.C1C=CC(P(C2C=CC=CC=2)C2C=CC=CC=2)=CC=1.[C:35]1(=[O:45])[NH:39][C:38](=[O:40])[C:37]2=[CH:41][CH:42]=[CH:43][CH:44]=[C:36]12.CCOC(/N=N/C(OCC)=O)=O. (6) Given the product [N:15]1([CH2:21][CH2:22][CH2:23][O:24][C:25]2[CH:26]=[CH:27][C:28]([C:29]([N:6]3[CH2:5][C@H:4]([CH3:8])[NH:3][C@H:2]([CH3:1])[CH2:7]3)=[O:30])=[CH:32][CH:33]=2)[CH2:20][CH2:19][CH2:18][CH2:17][CH2:16]1, predict the reactants needed to synthesize it. The reactants are: [CH3:1][C@@H:2]1[CH2:7][NH:6][CH2:5][C@H:4]([CH3:8])[NH:3]1.C([Li])CCC.Cl.[N:15]1([CH2:21][CH2:22][CH2:23][O:24][C:25]2[CH:33]=[CH:32][C:28]([C:29](Cl)=[O:30])=[CH:27][CH:26]=2)[CH2:20][CH2:19][CH2:18][CH2:17][CH2:16]1. (7) Given the product [O:17]([C:14]1[CH:15]=[CH:16][C:11]([C:10]2[C:4]([C:5]([O:7][CH2:8][CH3:9])=[O:6])=[CH:3][NH:2][N:27]=2)=[CH:12][CH:13]=1)[C:18]1[CH:23]=[CH:22][CH:21]=[CH:20][CH:19]=1, predict the reactants needed to synthesize it. The reactants are: C[N:2](C)[CH:3]=[C:4]([C:10](=O)[C:11]1[CH:16]=[CH:15][C:14]([O:17][C:18]2[CH:23]=[CH:22][CH:21]=[CH:20][CH:19]=2)=[CH:13][CH:12]=1)[C:5]([O:7][CH2:8][CH3:9])=[O:6].O.[NH2:27]N.